From a dataset of Forward reaction prediction with 1.9M reactions from USPTO patents (1976-2016). Predict the product of the given reaction. (1) Given the reactants C[Mg]Br.[CH2:4]([N:11]1[C:16](=[O:17])[C:15]([CH3:19])([CH3:18])[O:14][CH2:13][CH:12]1[CH:20]=[O:21])[C:5]1[CH:10]=[CH:9][CH:8]=[CH:7][CH:6]=1.[Cl-].[NH4+].Cl[CH2:25]Cl, predict the reaction product. The product is: [CH2:4]([N:11]1[CH:12]([CH:20]([OH:21])[CH3:25])[CH2:13][O:14][C:15]([CH3:18])([CH3:19])[C:16]1=[O:17])[C:5]1[CH:10]=[CH:9][CH:8]=[CH:7][CH:6]=1. (2) Given the reactants [F:1][C:2]1[CH:3]=[C:4]([CH:7]=[CH:8][CH:9]=1)[CH:5]=O.[C:10]([OH:16])(=[O:15])[CH2:11]C(O)=O.C([O-])(=O)C.[NH4+:21], predict the reaction product. The product is: [NH2:21][CH:5]([C:4]1[CH:7]=[CH:8][CH:9]=[C:2]([F:1])[CH:3]=1)[CH2:11][C:10]([OH:16])=[O:15]. (3) The product is: [CH2:1]([O:3][P:4]([CH2:9][C:10]1[CH:11]=[CH:12][C:13]([NH:16][C:17]2[N:22]=[C:21]([NH:23][C:24]3[CH:32]=[CH:31][C:30]([N:50]4[CH2:51][CH2:52][N:47]([CH2:46][C:45]([OH:53])=[O:44])[CH2:48][CH2:49]4)=[C:29]4[C:25]=3[C:26](=[O:35])[N:27]([CH3:34])[CH2:28]4)[C:20]([C:36]([F:38])([F:39])[F:37])=[CH:19][N:18]=2)=[CH:14][CH:15]=1)([O:5][CH2:6][CH3:7])=[O:8])[CH3:2].[F:37][C:36]([F:39])([F:38])[C:100]([OH:103])=[O:101]. Given the reactants [CH2:1]([O:3][P:4]([CH2:9][C:10]1[CH:15]=[CH:14][C:13]([NH:16][C:17]2[N:22]=[C:21]([NH:23][C:24]3[CH:32]=[CH:31][C:30](Br)=[C:29]4[C:25]=3[C:26](=[O:35])[N:27]([CH3:34])[CH2:28]4)[C:20]([C:36]([F:39])([F:38])[F:37])=[CH:19][N:18]=2)=[CH:12][CH:11]=1)(=[O:8])[O:5][CH2:6][CH3:7])[CH3:2].C([O:44][C:45](=[O:53])[CH2:46][N:47]1[CH2:52][CH2:51][NH:50][CH2:49][CH2:48]1)(C)(C)C.C1(P(C2C=CC=CC=2)C2C=CC3C(=CC=CC=3)C=2C2C3C(=CC=CC=3)C=CC=2P(C2C=CC=CC=2)C2C=CC=CC=2)C=CC=CC=1.[C:100]([O-:103])([O-])=[O:101].[Cs+].[Cs+], predict the reaction product. (4) Given the reactants C(O[C:4]([C:6]1[C:7]([OH:22])=[C:8]2[C:15]([C:16]3[CH:21]=[CH:20][CH:19]=[CH:18][CH:17]=3)=[N:14][O:13][C:9]2=[C:10]([CH3:12])[N:11]=1)=[O:5])C.[NH2:23][CH2:24][C:25]([OH:27])=[O:26].C[O-].[Na+], predict the reaction product. The product is: [OH:22][C:7]1[C:6]([C:4]([NH:23][CH2:24][C:25]([OH:27])=[O:26])=[O:5])=[N:11][C:10]([CH3:12])=[C:9]2[O:13][N:14]=[C:15]([C:16]3[CH:17]=[CH:18][CH:19]=[CH:20][CH:21]=3)[C:8]=12. (5) Given the reactants [N:1]([CH:4]([C:14]1[C:15]([O:25][CH2:26][CH3:27])=[C:16]([C:22](=[O:24])[CH3:23])[CH:17]=[C:18]([Cl:21])[C:19]=1[F:20])[CH2:5][O:6][Si:7]([C:10]([CH3:13])([CH3:12])[CH3:11])([CH3:9])[CH3:8])=[N+]=[N-].O.C1(P(C2C=CC=CC=2)C2C=CC=CC=2)C=CC=CC=1, predict the reaction product. The product is: [NH2:1][CH:4]([C:14]1[C:15]([O:25][CH2:26][CH3:27])=[C:16]([C:22](=[O:24])[CH3:23])[CH:17]=[C:18]([Cl:21])[C:19]=1[F:20])[CH2:5][O:6][Si:7]([C:10]([CH3:13])([CH3:12])[CH3:11])([CH3:9])[CH3:8]. (6) Given the reactants F[C:2]1[C:11]2[O:10][CH:9]([C:12]([NH2:14])=[O:13])[CH2:8][NH:7][C:6]=2[CH:5]=[CH:4][CH:3]=1.[CH3:15]C1C2OCCNC=2C=CC=1.CCC([O-])=O, predict the reaction product. The product is: [CH3:15][C:2]1[C:11]2[O:10][CH:9]([C:12]([NH2:14])=[O:13])[CH2:8][NH:7][C:6]=2[CH:5]=[CH:4][CH:3]=1. (7) Given the reactants [N+:1]([C:4]1[CH:5]=[C:6]([CH:16]=[CH:17][C:18]=1[N+:19]([O-])=O)[NH:7][C:8]([C:10]1[CH:15]=[CH:14][N:13]=[CH:12][CH:11]=1)=[O:9])([O-])=O.[CH3:22][N:23]([CH3:32])[C:24]1[CH:31]=[CH:30][C:27]([CH:28]=O)=[CH:26][CH:25]=1, predict the reaction product. The product is: [CH3:22][N:23]([CH3:32])[C:24]1[CH:31]=[CH:30][C:27]([C:28]2[NH:19][C:18]3[CH:17]=[CH:16][C:6]([NH:7][C:8](=[O:9])[C:10]4[CH:15]=[CH:14][N:13]=[CH:12][CH:11]=4)=[CH:5][C:4]=3[N:1]=2)=[CH:26][CH:25]=1. (8) Given the reactants [CH:1]1([C:7]2[CH:12]=[CH:11][C:10]([NH2:13])=[CH:9][CH:8]=2)[CH2:6][CH2:5][CH2:4][CH2:3][CH2:2]1.C(OC([NH:21][CH2:22][CH2:23][CH2:24][CH2:25][C@H:26]([NH:30]C(OCC1C2C=CC=CC=2C2C1=CC=CC=2)=O)[C:27](O)=[O:28])=O)(C)(C)C.[N:48]([C:51]1[CH:56]=[CH:55][C:54]([C:57]2[CH:62]=[CH:61][CH:60]=[CH:59][CH:58]=2)=[CH:53][CH:52]=1)=[C:49]=[O:50], predict the reaction product. The product is: [CH:1]1([C:7]2[CH:8]=[CH:9][C:10]([NH:13][C:27](=[O:28])[C@@H:26]([NH:30][C:49]([NH:48][C:51]3[CH:56]=[CH:55][C:54]([C:57]4[CH:58]=[CH:59][CH:60]=[CH:61][CH:62]=4)=[CH:53][CH:52]=3)=[O:50])[CH2:25][CH2:24][CH2:23][CH2:22][NH2:21])=[CH:11][CH:12]=2)[CH2:2][CH2:3][CH2:4][CH2:5][CH2:6]1.